Dataset: HIV replication inhibition screening data with 41,000+ compounds from the AIDS Antiviral Screen. Task: Binary Classification. Given a drug SMILES string, predict its activity (active/inactive) in a high-throughput screening assay against a specified biological target. (1) The compound is CN(C)c1ccc(C=C(NC(=O)c2ccccc2)C(=O)Nc2ccccc2C(=O)O)cc1. The result is 0 (inactive). (2) The result is 0 (inactive). The molecule is Cc1cc2oc(=N)c(C#N)c(C)c2cc1C. (3) The molecule is COc1ccc(C2=CC(=C3C(=O)C=C(C)OC3=O)SS2)cc1. The result is 0 (inactive). (4) The drug is O=C(O)CC12C3C4C5C3C1C5C42. The result is 0 (inactive). (5) The compound is c1ccc(P2CCc3[nH]c4ccccc4c3C2)cc1. The result is 0 (inactive). (6) The drug is CCC1=[O+][Cu-3]2([O+]=C(CC)C1)[O+]=C(CC)CC(CC)=[O+]2. The result is 0 (inactive). (7) The compound is Cc1cc(Cl)ccc1N1C(=O)C(=O)C(c2nc3ccccc3s2)C(=NNC(=O)c2ccccc2O)C1=O. The result is 0 (inactive).